From a dataset of Catalyst prediction with 721,799 reactions and 888 catalyst types from USPTO. Predict which catalyst facilitates the given reaction. (1) Reactant: [CH2:1]([N:8]1[CH2:13][CH2:12][C@@H:11]([CH3:14])[C@@H:10]([NH:15][C:16]2[C:21]([CH:22]=[O:23])=[CH:20][N:19]=[C:18]3[NH:24][CH:25]=[CH:26][C:17]=23)[CH2:9]1)[C:2]1[CH:7]=[CH:6][CH:5]=[CH:4][CH:3]=1.[H-].[Na+].Cl[CH2:30][O:31][CH2:32][CH2:33][Si:34]([CH3:37])([CH3:36])[CH3:35].O. Product: [CH2:1]([N:8]1[CH2:13][CH2:12][C@@H:11]([CH3:14])[C@@H:10]([NH:15][C:16]2[C:21]([CH:22]=[O:23])=[CH:20][N:19]=[C:18]3[N:24]([CH2:30][O:31][CH2:32][CH2:33][Si:34]([CH3:37])([CH3:36])[CH3:35])[CH:25]=[CH:26][C:17]=23)[CH2:9]1)[C:2]1[CH:3]=[CH:4][CH:5]=[CH:6][CH:7]=1. The catalyst class is: 9. (2) Reactant: [F:1][C:2]1[CH:7]=[CH:6][C:5]([I:8])=[CH:4][C:3]=1[CH2:9]O.CCN(S(F)(F)[F:17])CC. Product: [F:1][C:2]1[CH:7]=[CH:6][C:5]([I:8])=[CH:4][C:3]=1[CH2:9][F:17]. The catalyst class is: 2. (3) Reactant: [OH-].[K+].[CH3:3]C1C=CC(S(N(N=O)C)(=O)=O)=CC=1.C(O)CO.CCOCC.[NH:26]1[C:30]2[CH:31]=[C:32]([N:35]3[CH:39]([C:40]4[C:45]([F:46])=[CH:44][CH:43]=[CH:42][C:41]=4[F:47])[C:38]([CH3:48])=[C:37]([OH:49])[C:36]3=[O:50])[CH:33]=[CH:34][C:29]=2[N:28]=[CH:27]1. Product: [NH:28]1[C:29]2[CH:34]=[CH:33][C:32]([N:35]3[CH:39]([C:40]4[C:41]([F:47])=[CH:42][CH:43]=[CH:44][C:45]=4[F:46])[C:38]([CH3:48])=[C:37]([O:49][CH3:3])[C:36]3=[O:50])=[CH:31][C:30]=2[N:26]=[CH:27]1. The catalyst class is: 24. (4) Reactant: [C:1]1([C:13]2[C:14](=[O:34])[NH:15][C:16](=[O:33])[C:17]=2[C:18]2[C:26]3[C:21](=[CH:22][CH:23]=[C:24]([C:27]4[CH:32]=[CH:31][CH:30]=[CH:29][CH:28]=4)[CH:25]=3)[NH:20][CH:19]=2)[C:11]2=[C:12]3[C:7](=[CH:8][CH:9]=[CH:10]2)[CH2:6][CH2:5][CH2:4][N:3]3[CH:2]=1. Product: [C:1]1([C@H:13]2[C@H:17]([C:18]3[C:26]4[C:21](=[CH:22][CH:23]=[C:24]([C:27]5[CH:32]=[CH:31][CH:30]=[CH:29][CH:28]=5)[CH:25]=4)[NH:20][CH:19]=3)[C:16](=[O:33])[NH:15][C:14]2=[O:34])[C:11]2=[C:12]3[C:7](=[CH:8][CH:9]=[CH:10]2)[CH2:6][CH2:5][CH2:4][N:3]3[CH:2]=1. The catalyst class is: 5. (5) Reactant: [CH2:1]([O:8][CH2:9][C:10](Cl)=[O:11])[C:2]1[CH:7]=[CH:6][CH:5]=[CH:4][CH:3]=1.[CH:13]([NH2:16])([CH3:15])[CH3:14]. Product: [CH2:1]([O:8][CH2:9][C:10]([NH:16][CH:13]([CH3:15])[CH3:14])=[O:11])[C:2]1[CH:7]=[CH:6][CH:5]=[CH:4][CH:3]=1. The catalyst class is: 4. (6) Reactant: F[C:2]1[CH:3]=[N:4][CH:5]=[CH:6][C:7]=1[C:8]1[O:9][C:10]2[CH:16]=[CH:15][C:14]([C:17]([F:20])([F:19])[F:18])=[CH:13][C:11]=2[N:12]=1.C(=O)([O-])[O-].[K+].[K+].[CH2:27]([OH:30])[C:28]#[CH:29]. Product: [CH2:27]([O:30][C:2]1[CH:3]=[N:4][CH:5]=[CH:6][C:7]=1[C:8]1[O:9][C:10]2[CH:16]=[CH:15][C:14]([C:17]([F:20])([F:19])[F:18])=[CH:13][C:11]=2[N:12]=1)[C:28]#[CH:29]. The catalyst class is: 6. (7) Reactant: [Cl:1][CH2:2][CH2:3][C:4]1[CH:9]=[CH:8][C:7]([C:10]2[CH:15]=[CH:14][C:13]([S:16]([OH:19])(=O)=[O:17])=[CH:12][CH:11]=2)=[CH:6][CH:5]=1.S(Cl)([Cl:22])=O.CN(C)C(=O)C. Product: [Cl:1][CH2:2][CH2:3][C:4]1[CH:9]=[CH:8][C:7]([C:10]2[CH:15]=[CH:14][C:13]([S:16]([Cl:22])(=[O:19])=[O:17])=[CH:12][CH:11]=2)=[CH:6][CH:5]=1. The catalyst class is: 194.